From a dataset of Retrosynthesis with 50K atom-mapped reactions and 10 reaction types from USPTO. Predict the reactants needed to synthesize the given product. (1) Given the product COC(=O)c1cnc(N2CCN(C(=O)OC(C)(C)C)C[C@H]2C(=O)OC)nc1C(F)(F)F, predict the reactants needed to synthesize it. The reactants are: COC(=O)[C@@H]1CN(C(=O)OC(C)(C)C)CCN1.COC(=O)c1cnc(Cl)nc1C(F)(F)F. (2) The reactants are: CNc1nc(Cl)nc(N2CCC(C(=O)NCc3ccccc3C(F)(F)F)CC2)n1.OB(O)c1ccccc1. Given the product CNc1nc(-c2ccccc2)nc(N2CCC(C(=O)NCc3ccccc3C(F)(F)F)CC2)n1, predict the reactants needed to synthesize it. (3) Given the product O=C(c1ccc2[nH]c3ccccc3c2c1)N1CCCCC1, predict the reactants needed to synthesize it. The reactants are: C1CCNCC1.O=C(O)c1ccc2[nH]c3ccccc3c2c1. (4) Given the product Cc1cc(O)c(C2C(=O)N(C(c3ccccc3)c3ccccc3)c3ccccc32)cc1C, predict the reactants needed to synthesize it. The reactants are: Cc1cc(O)c(C2(O)C(=O)N(C(c3ccccc3)c3ccccc3)c3ccccc32)cc1C. (5) Given the product COc1nc(Cc2cccc(Br)c2NS(=O)(=O)C(F)F)nc(OC)n1, predict the reactants needed to synthesize it. The reactants are: COc1nc(Cc2cccc(Br)c2N)nc(OC)n1.O=S(=O)(Cl)C(F)F. (6) Given the product O=CNCC(=O)N1C[C@H](NC(=O)c2ccccc2)C[C@H]1C(=O)O, predict the reactants needed to synthesize it. The reactants are: NCC(=O)N1C[C@H](NC(=O)c2ccccc2)C[C@H]1C(=O)O.O=CO. (7) Given the product FC(F)(F)c1nc2cc(Cl)c(-c3ccc(Cl)cc3Cl)cc2[nH]1, predict the reactants needed to synthesize it. The reactants are: FC(F)(F)c1nc2cc(Cl)c(I)cc2[nH]1.OB(O)c1ccc(Cl)cc1Cl. (8) The reactants are: COC(=O)c1cc(-c2ccc(C)cc2)cc(S(=O)(=O)C2CCCC2)c1. Given the product Cc1ccc(-c2cc(C(=O)O)cc(S(=O)(=O)C3CCCC3)c2)cc1, predict the reactants needed to synthesize it.